From a dataset of Forward reaction prediction with 1.9M reactions from USPTO patents (1976-2016). Predict the product of the given reaction. (1) Given the reactants [NH:1]1[C:9]2[C:4](=[CH:5][CH:6]=[CH:7][CH:8]=2)[CH2:3][CH2:2]1.[C:10]([O:14][C:15](=O)[O:16]C(C)(C)C)([CH3:13])([CH3:12])[CH3:11], predict the reaction product. The product is: [N:1]1([C:15]([O:14][C:10]([CH3:13])([CH3:12])[CH3:11])=[O:16])[C:9]2[C:4](=[CH:5][CH:6]=[CH:7][CH:8]=2)[CH2:3][CH2:2]1. (2) Given the reactants [OH:1][CH2:2][C:3]1[C:4](=[O:14])[C:5]([CH3:13])=[C:6]([O:11][CH3:12])[C:7](=[O:10])[C:8]=1[CH3:9].[CH2:15]([C:19]1C(OC)=CC(C)=C(CO)C=1O)[CH2:16]CC.[O]N(S(=O)([O-])=O)S(=O)([O-])=O.[K+].[K+].P([O-])([O-])([O-])=O, predict the reaction product. The product is: [CH2:13]([C:5]1[C:4](=[O:14])[C:3]([CH2:2][OH:1])=[C:8]([CH3:9])[C:7](=[O:10])[C:6]=1[O:11][CH3:12])[CH2:16][CH2:15][CH3:19]. (3) Given the reactants [Cl-].[Cl-].[Cl-].[Al+3].[CH:5]([S:7]([CH:10]=[CH2:11])(=[O:9])=[O:8])=[CH2:6].[NH2:12][C:13]1[CH:20]=[CH:19][C:16]([C:17]#[N:18])=[CH:15][CH:14]=1, predict the reaction product. The product is: [O:8]=[S:7]1(=[O:9])[CH2:10][CH2:11][N:12]([C:13]2[CH:20]=[CH:19][C:16]([C:17]#[N:18])=[CH:15][CH:14]=2)[CH2:6][CH2:5]1.